Task: Predict the reaction yield, written as a fraction of the theoretical maximum amount of product (1.0 means a 100% yield; for example, 0.34 means a 34% yield).. Dataset: Reaction yield outcomes from USPTO patents with 853,638 reactions The reactants are [CH3:1][C:2]1[CH:7]=[CH:6][C:5]([O:8][C:9]2[CH:14]=[CH:13][CH:12]=[CH:11][CH:10]=2)=[C:4]([N+:15]([O-])=O)[CH:3]=1.Cl[Sn]Cl. No catalyst specified. The product is [CH3:1][C:2]1[CH:7]=[CH:6][C:5]([O:8][C:9]2[CH:10]=[CH:11][CH:12]=[CH:13][CH:14]=2)=[C:4]([NH2:15])[CH:3]=1. The yield is 0.930.